Dataset: Forward reaction prediction with 1.9M reactions from USPTO patents (1976-2016). Task: Predict the product of the given reaction. (1) Given the reactants [Br:1][CH2:2][CH2:3][CH2:4][CH2:5][CH2:6][CH2:7][CH2:8][CH2:9][CH2:10][CH2:11][CH2:12][CH3:13].[CH3:14][N:15]1[CH:19]=[CH:18][N:17]=[CH:16]1, predict the reaction product. The product is: [Br-:1].[CH2:2]([N+:17]1[CH:18]=[CH:19][N:15]([CH3:14])[CH:16]=1)[CH2:3][CH2:4][CH2:5][CH2:6][CH2:7][CH2:8][CH2:9][CH2:10][CH2:11][CH2:12][CH3:13]. (2) Given the reactants [CH3:1][O:2][C:3]1[CH:10]=[CH:9][C:6]([C:7]#N)=[C:5]([C:11]2[N:16]=[CH:15][CH:14]=[CH:13][N:12]=2)[CH:4]=1.[OH-:17].[Na+].C[OH:20], predict the reaction product. The product is: [CH3:1][O:2][C:3]1[CH:10]=[CH:9][C:6]([C:7]([OH:20])=[O:17])=[C:5]([C:11]2[N:16]=[CH:15][CH:14]=[CH:13][N:12]=2)[CH:4]=1. (3) The product is: [CH3:7][O:8][C:9]1[CH:16]=[CH:15][C:12](/[CH:13]=[CH:20]/[C:21]([NH:23][C:24]2[CH:32]=[CH:31][CH:30]=[CH:29][C:25]=2[C:26]([OH:28])=[O:27])=[O:22])=[CH:11][CH:10]=1. Given the reactants N1CCCCC1.[CH3:7][O:8][C:9]1[CH:16]=[CH:15][C:12]([CH:13]=O)=[CH:11][CH:10]=1.C([CH2:20][C:21]([NH:23][C:24]1[CH:32]=[CH:31][CH:30]=[CH:29][C:25]=1[C:26]([OH:28])=[O:27])=[O:22])(O)=O.Cl, predict the reaction product. (4) Given the reactants [NH2:1][C:2]1[C:7]([C:8]([NH2:10])=[O:9])=[C:6]([N:11]2[CH2:16][CH2:15][CH:14]([C:17]3[N:18]([CH3:33])[CH:19]=[C:20]([C:22]4[CH:27]=[CH:26][C:25](F)=[C:24](C(F)(F)F)[CH:23]=4)[N:21]=3)[CH2:13][CH2:12]2)[N:5]=[CH:4][N:3]=1.NC1C(C#N)=C(N2CCC(C3N(C[CH2:61][N:62]4[CH2:65][CH2:64][CH2:63]4)C=C(C4CCCCC4)N=3)CC2)N=CN=1, predict the reaction product. The product is: [NH2:1][C:2]1[C:7]([C:8]([NH2:10])=[O:9])=[C:6]([N:11]2[CH2:16][CH2:15][CH:14]([C:17]3[N:18]([CH2:33][CH2:61][N:62]4[CH2:65][CH2:64][CH2:63]4)[CH:19]=[C:20]([CH:22]4[CH2:23][CH2:24][CH2:25][CH2:26][CH2:27]4)[N:21]=3)[CH2:13][CH2:12]2)[N:5]=[CH:4][N:3]=1. (5) Given the reactants [CH2:1]([N:3]([CH2:14][CH3:15])[C:4]1[CH:5]=[N:6][N:7]2[C:12](I)=[CH:11][CH:10]=[CH:9][C:8]=12)[CH3:2].[CH3:16][C:17]1[CH:22]=[C:21]([CH3:23])[CH:20]=[C:19]([CH3:24])[C:18]=1B(O)O.P([O-])([O-])([O-])=O.[K+].[K+].[K+].[CH:36]1(P(C2CCCCC2)C2C=CC=CC=2C2C3C(C4C=CC=CC=4C=2)=CC=CC=3)CCCC[CH2:37]1, predict the reaction product. The product is: [CH3:16][C:17]1[CH:22]=[C:21]([CH3:23])[CH:20]=[C:19]([CH3:24])[C:18]=1[C:12]1[N:7]2[N:6]=[C:5]([CH2:36][CH3:37])[C:4]([N:3]([CH2:14][CH3:15])[CH2:1][CH3:2])=[C:8]2[CH:9]=[CH:10][CH:11]=1.